This data is from Full USPTO retrosynthesis dataset with 1.9M reactions from patents (1976-2016). The task is: Predict the reactants needed to synthesize the given product. (1) Given the product [F:12][C:13]1[CH:18]=[CH:17][C:16]([F:19])=[CH:15][C:14]=1[C@H:20]1[CH2:24][CH2:23][CH2:22][N:21]1[C:25]1[CH:30]=[CH:29][N:28]2[N:31]=[CH:32][C:33]([C:34]3[O:5][C:4]([NH2:6])=[N:2][N:3]=3)=[C:27]2[N:26]=1, predict the reactants needed to synthesize it. The reactants are: Cl.[NH:2]([C:4]([NH2:6])=[O:5])[NH2:3].C([O-])(=O)C.[Na+].[F:12][C:13]1[CH:18]=[CH:17][C:16]([F:19])=[CH:15][C:14]=1[C@H:20]1[CH2:24][CH2:23][CH2:22][N:21]1[C:25]1[CH:30]=[CH:29][N:28]2[N:31]=[CH:32][C:33]([CH:34]=O)=[C:27]2[N:26]=1.C([O-])([O-])=O.[K+].[K+].II. (2) Given the product [NH2:16][C:6]1[C:7]([C:8]([O:10]/[N:11]=[C:12](/[NH2:14])\[CH3:13])=[O:9])=[C:2]([Cl:1])[N:3]=[CH:4][N:5]=1, predict the reactants needed to synthesize it. The reactants are: [Cl:1][C:2]1[C:7]([C:8]([O:10]/[N:11]=[C:12](/[NH2:14])\[CH3:13])=[O:9])=[C:6](Cl)[N:5]=[CH:4][N:3]=1.[NH3:16]. (3) The reactants are: [CH2:1]([O:3][C:4]([C:6]1[NH:7][C:8]2[C:13]([CH:14]=1)=[CH:12][C:11]([Br:15])=[CH:10][CH:9]=2)=[O:5])[CH3:2].[H-].[Na+].I[CH3:19].O. Given the product [CH2:1]([O:3][C:4]([C:6]1[N:7]([CH3:19])[C:8]2[C:13]([CH:14]=1)=[CH:12][C:11]([Br:15])=[CH:10][CH:9]=2)=[O:5])[CH3:2], predict the reactants needed to synthesize it. (4) Given the product [F:1][C:2]1[CH:3]=[CH:4][C:5]([N:20]([CH2:21][S:16][C:15]2[CH:14]=[CH:13][CH:12]=[CH:11][C:10]=2[CH3:17])[CH:18]=[O:19])=[CH:8][CH:9]=1, predict the reactants needed to synthesize it. The reactants are: [F:1][C:2]1[CH:9]=[CH:8][C:5](C=O)=[CH:4][CH:3]=1.[C:10]1([CH3:17])[C:15]([SH:16])=[CH:14][CH:13]=[CH:12][CH:11]=1.[CH:18]([NH2:20])=[O:19].[C:21]1(C)C=CC=CC=1. (5) Given the product [N:5]1([CH2:4][CH2:3][CH2:2][SH:12])[CH2:9][CH2:8][CH2:7][CH2:6]1, predict the reactants needed to synthesize it. The reactants are: Cl[CH2:2][CH2:3][CH2:4][N:5]1[CH2:9][CH2:8][CH2:7][CH2:6]1.NC(N)=[S:12].[OH-].[Na+]. (6) Given the product [CH2:18]1[C:19](=[O:32])[C:20]2[C:29](=[C:28]([OH:30])[C:27]3[C:22]([C:21]=2[OH:31])=[CH:23][CH:24]=[CH:25][CH:26]=3)[C:16](=[O:15])[CH2:17]1, predict the reactants needed to synthesize it. The reactants are: C(=O)([O-])[O-].[K+].[K+].S(S([O-])=O)([O-])=O.[Na+].[Na+].[OH:15][C:16]1[C:29]2[C:28](=[O:30])[C:27]3[C:22](=[CH:23][CH:24]=[CH:25][CH:26]=3)[C:21](=[O:31])[C:20]=2[C:19]([OH:32])=[CH:18][CH:17]=1. (7) Given the product [Cl:1][C:2]1[CH:3]=[CH:4][C:5]([C:8]2[CH:13]=[CH:12][C:11]([C:14]([F:16])([F:17])[F:15])=[C:10]([CH:18]3[C:19]4([C:20](=[O:28])[C:21]([CH3:27])([CH3:26])[O:22][C:23]4([CH3:24])[CH3:25])[O:29]3)[CH:9]=2)=[CH:6][CH:7]=1, predict the reactants needed to synthesize it. The reactants are: [Cl:1][C:2]1[CH:7]=[CH:6][C:5]([C:8]2[CH:13]=[CH:12][C:11]([C:14]([F:17])([F:16])[F:15])=[C:10]([CH:18]=[C:19]3[C:23]([CH3:25])([CH3:24])[O:22][C:21]([CH3:27])([CH3:26])[C:20]3=[O:28])[CH:9]=2)=[CH:4][CH:3]=1.[OH:29]O.[OH-].[Li+]. (8) Given the product [Br:12][C:13]1[CH:14]=[CH:15][C:16]([OH:22])=[C:17]([C:18]2[O:1][N:2]=[C:3]([C:5]3[C:10]([CH3:11])=[CH:9][CH:8]=[CH:7][N:6]=3)[N:4]=2)[CH:21]=1, predict the reactants needed to synthesize it. The reactants are: [OH:1][NH:2][C:3]([C:5]1[C:10]([CH3:11])=[CH:9][CH:8]=[CH:7][N:6]=1)=[NH:4].[Br:12][C:13]1[CH:21]=[C:17]([C:18](O)=O)[C:16]([OH:22])=[CH:15][CH:14]=1. (9) The reactants are: [CH3:1][C:2]1[CH:7]=[CH:6][C:5]([C:8]2[O:9][C:10]([CH3:13])=[N:11][N:12]=2)=[CH:4][C:3]=1[C:14]1[CH:19]=[CH:18][C:17]([C:20](O)=[O:21])=[CH:16][CH:15]=1.[CH3:23][O:24][C:25]1[CH:32]=[CH:31][C:28]([CH2:29][NH2:30])=[CH:27][CH:26]=1. Given the product [CH3:23][O:24][C:25]1[CH:32]=[CH:31][C:28]([CH2:29][NH:30][C:20]([C:17]2[CH:16]=[CH:15][C:14]([C:3]3[CH:4]=[C:5]([C:8]4[O:9][C:10]([CH3:13])=[N:11][N:12]=4)[CH:6]=[CH:7][C:2]=3[CH3:1])=[CH:19][CH:18]=2)=[O:21])=[CH:27][CH:26]=1, predict the reactants needed to synthesize it. (10) Given the product [CH3:20][S:17]([N:14]1[CH2:15][CH2:16][CH:11]([C:9]([OH:10])=[O:8])[CH2:12][CH2:13]1)(=[O:19])=[O:18], predict the reactants needed to synthesize it. The reactants are: C([O:8][C:9]([CH:11]1[CH2:16][CH2:15][N:14]([S:17]([CH3:20])(=[O:19])=[O:18])[CH2:13][CH2:12]1)=[O:10])C1C=CC=CC=1.